Predict the product of the given reaction. From a dataset of Forward reaction prediction with 1.9M reactions from USPTO patents (1976-2016). (1) Given the reactants [Cl:1][C:2]1[CH:7]=[CH:6][C:5]([CH:8]([OH:29])[CH2:9][CH2:10][N:11]2[CH2:16][CH2:15][CH:14]([C:17]3[CH:18]=[C:19]([NH:23][C:24](=[O:28])[CH:25]([CH3:27])[CH3:26])[CH:20]=[CH:21][CH:22]=3)[CH2:13][CH2:12]2)=[CH:4][CH:3]=1.[F:30][C:31]1[CH:32]=[C:33](O)[CH:34]=[CH:35][C:36]=1[F:37], predict the reaction product. The product is: [Cl:1][C:2]1[CH:3]=[CH:4][C:5]([CH:8]([O:29][C:34]2[CH:33]=[CH:32][C:31]([F:30])=[C:36]([F:37])[CH:35]=2)[CH2:9][CH2:10][N:11]2[CH2:16][CH2:15][CH:14]([C:17]3[CH:18]=[C:19]([NH:23][C:24](=[O:28])[CH:25]([CH3:26])[CH3:27])[CH:20]=[CH:21][CH:22]=3)[CH2:13][CH2:12]2)=[CH:6][CH:7]=1. (2) Given the reactants [Cl:1][CH2:2][CH2:3][CH2:4][S:5]([O:8][CH2:9][C:10]([CH3:26])([CH3:25])[C@@H:11]([O:15][CH2:16][C:17]1[CH:22]=[CH:21][C:20](OC)=[CH:19][CH:18]=1)[C:12]([OH:14])=[O:13])(=[O:7])=[O:6].[CH3:27][CH:28]([O:30][C:31]([O:33][CH:34](Cl)[CH3:35])=[O:32])[CH3:29], predict the reaction product. The product is: [Cl:1][CH2:2][CH2:3][CH2:4][S:5]([O:8][CH2:9][C:10]([CH3:25])([CH3:26])[C@@H:11]([O:15][CH2:16][C:17]1[CH:18]=[CH:19][CH:20]=[CH:21][CH:22]=1)[C:12]([O:14][CH2:35][CH2:34][O:33][C:31]([O:30][CH:28]([CH3:29])[CH3:27])=[O:32])=[O:13])(=[O:6])=[O:7]. (3) Given the reactants [F:1][C:2]1[CH:3]=[C:4]([C:10]2[N:11]=[C:12]([CH3:20])[C:13]3[CH2:18][C:17](=[O:19])[NH:16][C:14]=3[N:15]=2)[CH:5]=[CH:6][C:7]=1[O:8][CH3:9].[CH2:21]([O:28][C:29]1[CH:34]=[CH:33][CH:32]=[C:31](I)[CH:30]=1)[C:22]1[CH:27]=[CH:26][CH:25]=[CH:24][CH:23]=1.[F-].[Cs+].NC1CCCCC1N, predict the reaction product. The product is: [CH2:21]([O:28][C:29]1[CH:30]=[C:31]([N:16]2[C:14]3[N:15]=[C:10]([C:4]4[CH:5]=[CH:6][C:7]([O:8][CH3:9])=[C:2]([F:1])[CH:3]=4)[N:11]=[C:12]([CH3:20])[C:13]=3[CH2:18][C:17]2=[O:19])[CH:32]=[CH:33][CH:34]=1)[C:22]1[CH:27]=[CH:26][CH:25]=[CH:24][CH:23]=1. (4) Given the reactants [CH:1]1([C:4]2[NH:5][C:6](=[O:13])[CH:7]=[C:8]([C:10]([OH:12])=[O:11])[N:9]=2)[CH2:3][CH2:2]1.[ClH:14].Cl[O-].[Na+].S(=O)(O)[O-].[Na+].[OH-].[Na+], predict the reaction product. The product is: [Cl:14][C:7]1[C:6](=[O:13])[NH:5][C:4]([CH:1]2[CH2:2][CH2:3]2)=[N:9][C:8]=1[C:10]([OH:12])=[O:11]. (5) Given the reactants N1C=C[CH:3]=N1.[N:6]1([CH:11](C)[CH2:12][NH:13][C:14]([C:16]2[C:20]([Br:21])=[C:19]([NH:22][C:23](=[O:31])[C:24]3[CH:29]=[CH:28][CH:27]=[CH:26][C:25]=3[Cl:30])[NH:18][N:17]=2)=[O:15])[CH2:10][CH2:9][CH2:8][CH2:7]1, predict the reaction product. The product is: [CH2:10]([N:6]([CH2:7][CH3:8])[CH2:11][C@H:12]([NH:13][C:14]([C:16]1[C:20]([Br:21])=[C:19]([NH:22][C:23](=[O:31])[C:24]2[CH:29]=[CH:28][CH:27]=[CH:26][C:25]=2[Cl:30])[NH:18][N:17]=1)=[O:15])[CH3:3])[CH3:9]. (6) Given the reactants B(F)(F)F.CCOCC.C([O:13][C@H:14]1[O:31][C@H:30]([CH2:32][O:33][C:34](=[O:36])[CH3:35])[C@@H:25]([O:26][C:27](=[O:29])[CH3:28])[C@H:20]([O:21][C:22](=[O:24])[CH3:23])[C@@H:15]1[O:16][C:17](=[O:19])[CH3:18])(=O)C.O[C:38]1[CH:43]=[CH:42][C:41]([C:44]2[CH:45]=[C:46]([CH:51]=[CH:52][CH:53]=2)[C:47]([O:49][CH3:50])=[O:48])=[CH:40][CH:39]=1, predict the reaction product. The product is: [C:17]([O:16][C@H:15]1[C@@H:20]([O:21][C:22](=[O:24])[CH3:23])[C@H:25]([O:26][C:27](=[O:29])[CH3:28])[C@@H:30]([CH2:32][O:33][C:34](=[O:36])[CH3:35])[O:31][C@@H:14]1[O:13][C:38]1[CH:39]=[CH:40][C:41]([C:44]2[CH:45]=[C:46]([CH:51]=[CH:52][CH:53]=2)[C:47]([O:49][CH3:50])=[O:48])=[CH:42][CH:43]=1)(=[O:19])[CH3:18].